From a dataset of Catalyst prediction with 721,799 reactions and 888 catalyst types from USPTO. Predict which catalyst facilitates the given reaction. (1) Reactant: [C:1]([C:5]1[CH:10]=[CH:9][C:8]([C:11]2[O:15][C:14]([C:16]3[CH:17]=[C:18]([CH:35]=[CH:36][CH:37]=3)[C:19]([NH:21][NH:22][C:23]([C:25]3[CH:34]=[CH:33][C:28]([C:29]([O:31][CH3:32])=[O:30])=[CH:27][CH:26]=3)=[O:24])=O)=[N:13][N:12]=2)=[CH:7][CH:6]=1)([CH3:4])([CH3:3])[CH3:2].ClCCl.CO. Product: [C:1]([C:5]1[CH:10]=[CH:9][C:8]([C:11]2[O:15][C:14]([C:16]3[CH:17]=[C:18]([C:19]4[O:24][C:23]([C:25]5[CH:34]=[CH:33][C:28]([C:29]([O:31][CH3:32])=[O:30])=[CH:27][CH:26]=5)=[N:22][N:21]=4)[CH:35]=[CH:36][CH:37]=3)=[N:13][N:12]=2)=[CH:7][CH:6]=1)([CH3:3])([CH3:2])[CH3:4]. The catalyst class is: 265. (2) Reactant: [Cl:1][C:2]1[CH:28]=[CH:27][C:5]([O:6][C:7]2[CH:12]=[CH:11][C:10]([N:13]3[C@@H:17]([C:18]4[CH:23]=[CH:22][CH:21]=[C:20]([O:24]C)[CH:19]=4)[CH2:16][NH:15][C:14]3=[O:26])=[CH:9][CH:8]=2)=[CH:4][CH:3]=1.B(Br)(Br)Br.CO.O. Product: [Cl:1][C:2]1[CH:28]=[CH:27][C:5]([O:6][C:7]2[CH:8]=[CH:9][C:10]([N:13]3[C@@H:17]([C:18]4[CH:23]=[CH:22][CH:21]=[C:20]([OH:24])[CH:19]=4)[CH2:16][NH:15][C:14]3=[O:26])=[CH:11][CH:12]=2)=[CH:4][CH:3]=1. The catalyst class is: 2. (3) Reactant: [CH3:1][C:2]1[CH:7]=[C:6]([O:8][CH2:9][CH2:10][CH2:11][S:12]([CH3:15])(=[O:14])=[O:13])[CH:5]=[C:4]([CH3:16])[C:3]=1[C:17]1[CH:25]=[CH:24][CH:23]=[C:22]2[C:18]=1[CH2:19][CH2:20][C@H:21]2[O:26][C:27]1[CH:28]=[CH:29][C:30]2[C@H:34]([CH2:35][C:36]([OH:38])=[O:37])[CH2:33][S:32][C:31]=2[CH:39]=1.C(=O)([O-])[O-].[Na+].[Na+].[C:46]([O:52][CH2:53]I)(=[O:51])[C:47]([CH3:50])([CH3:49])[CH3:48].C(OCC)(=O)C. Product: [C:46]([O:52][CH2:53][O:37][C:36](=[O:38])[CH2:35][C@@H:34]1[CH2:33][S:32][C:31]2[CH:39]=[C:27]([O:26][C@H:21]3[C:22]4[C:18](=[C:17]([C:3]5[C:4]([CH3:16])=[CH:5][C:6]([O:8][CH2:9][CH2:10][CH2:11][S:12]([CH3:15])(=[O:14])=[O:13])=[CH:7][C:2]=5[CH3:1])[CH:25]=[CH:24][CH:23]=4)[CH2:19][CH2:20]3)[CH:28]=[CH:29][C:30]1=2)(=[O:51])[C:47]([CH3:50])([CH3:49])[CH3:48]. The catalyst class is: 287. (4) Reactant: C[O:2][C:3](=[O:17])[CH2:4][C@@H:5]1[CH2:9][CH2:8][CH2:7][N:6]1[C:10]([O:12][C:13]([CH3:16])([CH3:15])[CH3:14])=[O:11].[OH-].[Na+]. Product: [C:13]([O:12][C:10]([N:6]1[CH2:7][CH2:8][CH2:9][C@H:5]1[CH2:4][C:3]([OH:17])=[O:2])=[O:11])([CH3:16])([CH3:14])[CH3:15]. The catalyst class is: 5.